This data is from Catalyst prediction with 721,799 reactions and 888 catalyst types from USPTO. The task is: Predict which catalyst facilitates the given reaction. Product: [Br:1][C:2]1[C:10]([F:11])=[CH:9][C:5]([C:6]([O:8][CH3:13])=[O:7])=[C:4]([F:12])[CH:3]=1. The catalyst class is: 13. Reactant: [Br:1][C:2]1[C:10]([F:11])=[CH:9][C:5]([C:6]([OH:8])=[O:7])=[C:4]([F:12])[CH:3]=1.[CH3:13]COCC.[N+](=C)=[N-].